Dataset: Forward reaction prediction with 1.9M reactions from USPTO patents (1976-2016). Task: Predict the product of the given reaction. (1) Given the reactants CCN(C(C)C)C(C)C.C([O:12][C:13](=[O:35])[C@H:14]([CH2:32][O:33][CH3:34])[CH2:15][C@H:16]([NH2:31])[CH2:17][C:18]1[CH:23]=[CH:22][C:21]([C:24]2[CH:29]=[CH:28][CH:27]=[C:26]([Br:30])[CH:25]=2)=[CH:20][CH:19]=1)C.[N:36]1[CH:40]=[C:39]([C:41](O)=[O:42])[NH:38][N:37]=1.CN(C(ON1N=NC2C=CC=NC1=2)=[N+](C)C)C.F[P-](F)(F)(F)(F)F.[Li+].[OH-], predict the reaction product. The product is: [Br:30][C:26]1[CH:25]=[C:24]([C:21]2[CH:20]=[CH:19][C:18]([CH2:17][C@@H:16]([NH:31][C:41]([C:39]3[NH:38][N:37]=[N:36][CH:40]=3)=[O:42])[CH2:15][C@@H:14]([CH2:32][O:33][CH3:34])[C:13]([OH:12])=[O:35])=[CH:23][CH:22]=2)[CH:29]=[CH:28][CH:27]=1. (2) Given the reactants [CH2:1]([Br:4])[CH:2]=[CH2:3].[CH3:5][O:6][C:7]1[CH:8]=[C:9](CCCO)[CH:10]=[CH:11][CH:12]=1, predict the reaction product. The product is: [CH3:5][O:6][C:7]1[CH:12]=[C:11]([CH2:3][CH2:2][CH2:1][Br:4])[CH:10]=[CH:9][CH:8]=1. (3) Given the reactants FC(F)(F)C(O)=O.[CH3:8][O:9][C:10]([C:12]1[C:13]([C:31]2[CH:36]=[CH:35][C:34]([C:37]([O:39]C(C)(C)C)=[O:38])=[CH:33][CH:32]=2)=[CH:14][CH:15]=[C:16]([C:18]2[S:19][CH:20]=[C:21]([C:23]3[CH:28]=[CH:27][C:26]([Cl:29])=[C:25]([Cl:30])[CH:24]=3)[N:22]=2)[CH:17]=1)=[O:11], predict the reaction product. The product is: [CH3:8][O:9][C:10]([C:12]1[C:13]([C:31]2[CH:36]=[CH:35][C:34]([C:37]([OH:39])=[O:38])=[CH:33][CH:32]=2)=[CH:14][CH:15]=[C:16]([C:18]2[S:19][CH:20]=[C:21]([C:23]3[CH:28]=[CH:27][C:26]([Cl:29])=[C:25]([Cl:30])[CH:24]=3)[N:22]=2)[CH:17]=1)=[O:11]. (4) Given the reactants C(OC([N:8]([CH3:22])[C@@H:9]([C:13]([CH:16]1[CH2:21][CH2:20][CH2:19][CH2:18][CH2:17]1)([CH3:15])[CH3:14])[C:10]([OH:12])=O)=O)(C)(C)C.[NH2:23][C@@H:24]([C:49]([CH3:52])([CH3:51])[CH3:50])[C:25]([N:27]([C@@H:29]([CH:46]([CH3:48])[CH3:47])/[CH:30]=[C:31](\[CH3:45])/[C:32]([NH:34][S:35]([CH2:38][C:39]1[CH:44]=[CH:43][CH:42]=[CH:41][CH:40]=1)(=[O:37])=[O:36])=[O:33])[CH3:28])=[O:26], predict the reaction product. The product is: [CH2:38]([S:35]([NH:34][C:32](=[O:33])/[C:31](/[CH3:45])=[CH:30]/[C@@H:29]([N:27]([CH3:28])[C:25](=[O:26])[C@@H:24]([NH:23][C:10](=[O:12])[C@@H:9]([NH:8][CH3:22])[C:13]([CH:16]1[CH2:17][CH2:18][CH2:19][CH2:20][CH2:21]1)([CH3:14])[CH3:15])[C:49]([CH3:50])([CH3:51])[CH3:52])[CH:46]([CH3:47])[CH3:48])(=[O:36])=[O:37])[C:39]1[CH:44]=[CH:43][CH:42]=[CH:41][CH:40]=1.